This data is from Forward reaction prediction with 1.9M reactions from USPTO patents (1976-2016). The task is: Predict the product of the given reaction. Given the reactants [Br:1][C:2]([Br:14])=[CH:3][C:4]1[CH:10]=[C:9]([O:11][CH2:12][CH3:13])[CH:8]=[CH:7][C:5]=1[NH2:6].Br[CH2:16][C:17]1[CH:18]=[C:19]([CH:24]=[CH:25][CH:26]=1)[C:20]([O:22][CH3:23])=[O:21].C(=O)([O-])[O-].[K+].[K+].O, predict the reaction product. The product is: [Br:1][C:2]([Br:14])=[CH:3][C:4]1[CH:10]=[C:9]([O:11][CH2:12][CH3:13])[CH:8]=[CH:7][C:5]=1[NH:6][CH2:16][C:17]1[CH:18]=[C:19]([CH:24]=[CH:25][CH:26]=1)[C:20]([O:22][CH3:23])=[O:21].